This data is from Reaction yield outcomes from USPTO patents with 853,638 reactions. The task is: Predict the reaction yield, written as a fraction of the theoretical maximum amount of product (1.0 means a 100% yield; for example, 0.34 means a 34% yield). The yield is 0.920. The catalyst is C1(C)C=CC=CC=1.C(O)C. The product is [CH3:35][O:36][C:37]1[CH:38]=[C:39]2[C:44](=[CH:45][C:46]=1[O:47][CH3:48])[N:43]=[CH:42][CH:41]=[C:40]2[O:49][C:50]1[CH:56]=[CH:55][C:53]([NH:54][C:73]([NH:72][C:70](=[O:71])[C:67]2[CH:68]=[CH:69][C:64]([C:58]3[CH:59]=[CH:60][CH:61]=[CH:62][CH:63]=3)=[CH:65][CH:66]=2)=[S:74])=[CH:52][C:51]=1[F:57]. The reactants are S(Cl)(Cl)=O.C1(C2C=CC(C(O)=O)=CC=2)C=CC=CC=1.C1(C2C=CC(C(Cl)=O)=CC=2)C=CC=CC=1.[CH3:35][O:36][C:37]1[CH:38]=[C:39]2[C:44](=[CH:45][C:46]=1[O:47][CH3:48])[N:43]=[CH:42][CH:41]=[C:40]2[O:49][C:50]1[CH:56]=[CH:55][C:53]([NH2:54])=[CH:52][C:51]=1[F:57].[C:58]1([C:64]2[CH:69]=[CH:68][C:67]([C:70]([N:72]=[C:73]=[S:74])=[O:71])=[CH:66][CH:65]=2)[CH:63]=[CH:62][CH:61]=[CH:60][CH:59]=1.